Dataset: Reaction yield outcomes from USPTO patents with 853,638 reactions. Task: Predict the reaction yield, written as a fraction of the theoretical maximum amount of product (1.0 means a 100% yield; for example, 0.34 means a 34% yield). (1) The reactants are [F:1][C:2]1[CH:7]=[CH:6][C:5]([C:8]2[O:9][C:10]3[CH:20]=[CH:19][C:18]([C:21]4[CH:22]=[C:23]([CH:27]=[CH:28][CH:29]=4)[C:24](O)=[O:25])=[CH:17][C:11]=3[C:12]=2[C:13](=[O:16])[NH:14][CH3:15])=[CH:4][CH:3]=1.[C:30]1([C:37]2[CH:42]=[CH:41][CH:40]=[CH:39][CH:38]=2)[C:31]([NH2:36])=[CH:32][CH:33]=[CH:34][CH:35]=1.CN(C(ON1N=NC2C=CC=NC1=2)=[N+](C)C)C.F[P-](F)(F)(F)(F)F.CCN(C(C)C)C(C)C. The catalyst is CO.CN(C=O)C. The product is [C:30]1([C:37]2[CH:38]=[CH:39][CH:40]=[CH:41][CH:42]=2)[CH:35]=[CH:34][CH:33]=[CH:32][C:31]=1[NH:36][C:24]([C:23]1[CH:22]=[C:21]([C:18]2[CH:19]=[CH:20][C:10]3[O:9][C:8]([C:5]4[CH:6]=[CH:7][C:2]([F:1])=[CH:3][CH:4]=4)=[C:12]([C:13]([NH:14][CH3:15])=[O:16])[C:11]=3[CH:17]=2)[CH:29]=[CH:28][CH:27]=1)=[O:25]. The yield is 0.410. (2) The reactants are [CH2:1]([O:8][C:9]1[N:10]=[N:11][C:12]([C:23]#[C:24][C:25]2[CH:30]=[CH:29][CH:28]=[CH:27][CH:26]=2)=[CH:13][C:14]=1[O:15][CH2:16][C:17]1[CH:22]=[CH:21][CH:20]=[CH:19][CH:18]=1)[C:2]1[CH:7]=[CH:6][CH:5]=[CH:4][CH:3]=1.C(OC1N=NC(Cl)=CC=1OCC1C=CC=CC=1)C1C=CC=CC=1.C(C1C=CC=CC=1[C:62]([F:65])([F:64])[F:63])#C. No catalyst specified. The product is [CH2:1]([O:8][C:9]1[N:10]=[N:11][C:12]([C:23]#[C:24][C:25]2[CH:30]=[CH:29][CH:28]=[CH:27][C:26]=2[C:62]([F:65])([F:64])[F:63])=[CH:13][C:14]=1[O:15][CH2:16][C:17]1[CH:18]=[CH:19][CH:20]=[CH:21][CH:22]=1)[C:2]1[CH:3]=[CH:4][CH:5]=[CH:6][CH:7]=1. The yield is 1.00.